From a dataset of NCI-60 drug combinations with 297,098 pairs across 59 cell lines. Regression. Given two drug SMILES strings and cell line genomic features, predict the synergy score measuring deviation from expected non-interaction effect. Drug 1: CC1C(C(CC(O1)OC2CC(CC3=C2C(=C4C(=C3O)C(=O)C5=C(C4=O)C(=CC=C5)OC)O)(C(=O)CO)O)N)O.Cl. Drug 2: CC1=C(C(=O)C2=C(C1=O)N3CC4C(C3(C2COC(=O)N)OC)N4)N. Cell line: 786-0. Synergy scores: CSS=39.0, Synergy_ZIP=-3.11, Synergy_Bliss=2.11, Synergy_Loewe=-12.2, Synergy_HSA=3.09.